From a dataset of Catalyst prediction with 721,799 reactions and 888 catalyst types from USPTO. Predict which catalyst facilitates the given reaction. (1) Reactant: [H-].[Na+].[F:3][C:4]1[CH:9]=[CH:8][C:7]([C:10]2[C:14]([CH2:15][OH:16])=[C:13]([CH3:17])[O:12][N:11]=2)=[CH:6][CH:5]=1.Cl[C:19]1[CH:26]=[CH:25][C:22]([C:23]#[N:24])=[CH:21][N:20]=1.C(O)(=O)CC(CC(O)=O)(C(O)=O)O. Product: [F:3][C:4]1[CH:5]=[CH:6][C:7]([C:10]2[C:14]([CH2:15][O:16][C:19]3[CH:26]=[CH:25][C:22]([C:23]#[N:24])=[CH:21][N:20]=3)=[C:13]([CH3:17])[O:12][N:11]=2)=[CH:8][CH:9]=1. The catalyst class is: 20. (2) Reactant: [Cl:1][C:2]1[S:3][C:4]([CH:19]2[C@H:24]([O:25][CH2:26][C:27]3[CH:32]=[CH:31][CH:30]=[CH:29][CH:28]=3)[C@@H:23]([O:33][CH2:34][C:35]3[CH:40]=[CH:39][CH:38]=[CH:37][CH:36]=3)[C@H:22]([O:41][CH2:42][C:43]3[CH:48]=[CH:47][CH:46]=[CH:45][CH:44]=3)[C@@H:21]([CH2:49][O:50][CH2:51][C:52]3[CH:57]=[CH:56][CH:55]=[CH:54][CH:53]=3)[O:20]2)=[CH:5][C:6]=1[CH2:7][O:8][Si](C(C)C)(C(C)C)C(C)C.CCCC[N+](CCCC)(CCCC)CCCC.[F-]. Product: [Cl:1][C:2]1[S:3][C:4]([CH:19]2[C@H:24]([O:25][CH2:26][C:27]3[CH:28]=[CH:29][CH:30]=[CH:31][CH:32]=3)[C@@H:23]([O:33][CH2:34][C:35]3[CH:40]=[CH:39][CH:38]=[CH:37][CH:36]=3)[C@H:22]([O:41][CH2:42][C:43]3[CH:44]=[CH:45][CH:46]=[CH:47][CH:48]=3)[C@@H:21]([CH2:49][O:50][CH2:51][C:52]3[CH:53]=[CH:54][CH:55]=[CH:56][CH:57]=3)[O:20]2)=[CH:5][C:6]=1[CH2:7][OH:8]. The catalyst class is: 1. (3) Reactant: [Cl:1][C@H:2]([B:11]([O:13][C:14]12[CH2:22][CH:18]([C:19]1([CH3:21])[CH3:20])[CH2:17][CH2:16][C:15]2([OH:24])[CH3:23])[OH:12])[CH2:3][CH2:4][CH2:5][CH2:6][CH2:7][CH2:8][CH:9]=[CH2:10].[Li+].C[Si]([N-:30][Si](C)(C)C)(C)C.Cl. Product: [ClH:1].[NH2:30][C@@H:2]([B:11]([O:13][C:14]12[CH2:22][CH:18]([C:19]1([CH3:21])[CH3:20])[CH2:17][CH2:16][C:15]2([OH:24])[CH3:23])[OH:12])[CH2:3][CH2:4][CH2:5][CH2:6][CH2:7][CH2:8][CH:9]=[CH2:10]. The catalyst class is: 523.